Predict the reactants needed to synthesize the given product. From a dataset of Full USPTO retrosynthesis dataset with 1.9M reactions from patents (1976-2016). (1) Given the product [CH3:2][O:3][C:4](=[O:27])[C@@H:5]([NH:26][C:34](=[O:35])[C:33]1[CH:37]=[C:29]([Br:28])[CH:30]=[CH:31][C:32]=1[NH2:38])[CH2:6][C:7]1[CH:8]=[CH:9][C:10]([C:13]2[CH:18]=[CH:17][CH:16]=[CH:15][C:14]=2[O:19][C:20]2[CH:25]=[CH:24][CH:23]=[CH:22][CH:21]=2)=[CH:11][CH:12]=1, predict the reactants needed to synthesize it. The reactants are: Cl.[CH3:2][O:3][C:4](=[O:27])[C@@H:5]([NH2:26])[CH2:6][C:7]1[CH:12]=[CH:11][C:10]([C:13]2[CH:18]=[CH:17][CH:16]=[CH:15][C:14]=2[O:19][C:20]2[CH:25]=[CH:24][CH:23]=[CH:22][CH:21]=2)=[CH:9][CH:8]=1.[Br:28][C:29]1[CH:30]=[CH:31][C:32]([NH2:38])=[C:33]([CH:37]=1)[C:34](O)=[O:35]. (2) Given the product [CH:7]1([NH:10][C:11]([C:13]2[CH:18]=[C:17]([C:19]3[C:20]([C:28]([NH:30][C:31]4[S:32][CH:33]=[CH:34][N:35]=4)=[O:29])=[CH:21][C:22]([C:25]([NH:1][C:2]4[S:6][N:5]=[CH:4][N:3]=4)=[O:26])=[CH:23][CH:24]=3)[C:16]([CH3:36])=[C:15]([F:37])[CH:14]=2)=[O:12])[CH2:9][CH2:8]1, predict the reactants needed to synthesize it. The reactants are: [NH2:1][C:2]1[S:6][N:5]=[CH:4][N:3]=1.[CH:7]1([NH:10][C:11]([C:13]2[CH:14]=[C:15]([F:37])[C:16]([CH3:36])=[C:17]([C:19]3[CH:24]=[CH:23][C:22]([C:25](O)=[O:26])=[CH:21][C:20]=3[C:28]([NH:30][C:31]3[S:32][CH:33]=[CH:34][N:35]=3)=[O:29])[CH:18]=2)=[O:12])[CH2:9][CH2:8]1.Cl.CN(C)CCCN=C=NCC.CCOC(C)=O. (3) Given the product [CH3:27][C:28]1[CH:35]=[CH:34][CH:33]=[C:32]([CH3:36])[C:29]=1/[CH:30]=[CH:12]/[C:11]([CH:14]1[CH2:15][CH2:16][N:17]([C:20]([O:22][C:23]([CH3:26])([CH3:25])[CH3:24])=[O:21])[CH2:18][CH2:19]1)=[O:13], predict the reactants needed to synthesize it. The reactants are: C[Si]([N-][Si](C)(C)C)(C)C.[Li+].[C:11]([CH:14]1[CH2:19][CH2:18][N:17]([C:20]([O:22][C:23]([CH3:26])([CH3:25])[CH3:24])=[O:21])[CH2:16][CH2:15]1)(=[O:13])[CH3:12].[CH3:27][C:28]1[CH:35]=[CH:34][CH:33]=[C:32]([CH3:36])[C:29]=1[CH:30]=O.[Cl-].[NH4+]. (4) Given the product [O:26]1[CH2:23][CH2:15][CH2:14][CH2:13][CH:11]1[N:8]1[CH:7]=[N:6][C:5]2[C:9]1=[N:10][CH:2]=[N:3][C:4]=2[C:17]1[CH:18]=[CH:19][C:14]([CH2:13][C:11]#[N:12])=[CH:15][CH:16]=1, predict the reactants needed to synthesize it. The reactants are: Cl[C:2]1[N:10]=[C:9]2[C:5]([NH:6][CH:7]=[N:8]2)=[CH:4][N:3]=1.[C:11]([CH2:13][C:14]1[CH:19]=[CH:18][C:17](B(O)O)=[CH:16][CH:15]=1)#[N:12].[C:23]([O-:26])([O-])=O.[K+].[K+]. (5) Given the product [Br:39][C:40]1[CH:45]=[C:44]([C:10]2[CH:11]=[CH:12][C:21]3[CH:20]=[CH:19][C:18]4[C:17]([C:8]=3[CH:9]=2)=[CH:16][CH:15]=[CH:14][CH:13]=4)[CH:43]=[CH:42][CH:41]=1, predict the reactants needed to synthesize it. The reactants are: BrC1C=CC([C:8]2[CH:21]=[CH:20][C:19]3[C:18]4[C:13](=[CH:14][CH:15]=[CH:16][CH:17]=4)[CH:12]=[CH:11][C:10]=3[CH:9]=2)=CC=1.C1(B(O)O)C2C=CC3C(=CC=CC=3)C=2C=CC=1.[Br:39][C:40]1[CH:41]=[C:42](I)[CH:43]=[CH:44][CH:45]=1. (6) Given the product [NH2:8][C@H:5]1[CH2:6][CH2:7][N:3]([CH2:1][CH3:2])[C:4]1=[O:16], predict the reactants needed to synthesize it. The reactants are: [CH2:1]([N:3]1[CH2:7][CH2:6][C@H:5]([NH:8]C(=O)OC(C)(C)C)[C:4]1=[O:16])[CH3:2]. (7) Given the product [F:21][C:19]1([F:22])[O:18][C:17]2[CH:23]=[CH:24][C:14]([C:11]3([C:9]([NH:8][C:6]4[N:7]=[C:2]([C:38]5[CH:37]=[C:36]([C:40]6([NH:43][C:44](=[O:50])[O:45][C:46]([CH3:48])([CH3:47])[CH3:49])[CH2:42][CH2:41]6)[CH:35]=[CH:34][CH:39]=5)[C:3]([CH3:25])=[CH:4][CH:5]=4)=[O:10])[CH2:13][CH2:12]3)=[CH:15][C:16]=2[O:20]1, predict the reactants needed to synthesize it. The reactants are: Cl[C:2]1[N:7]=[C:6]([NH:8][C:9]([C:11]2([C:14]3[CH:24]=[CH:23][C:17]4[O:18][C:19]([F:22])([F:21])[O:20][C:16]=4[CH:15]=3)[CH2:13][CH2:12]2)=[O:10])[CH:5]=[CH:4][C:3]=1[CH3:25].CC1(C)C(C)(C)OB([C:34]2[CH:35]=[C:36]([C:40]3([NH:43][C:44](=[O:50])[O:45][C:46]([CH3:49])([CH3:48])[CH3:47])[CH2:42][CH2:41]3)[CH:37]=[CH:38][CH:39]=2)O1.C(=O)([O-])[O-].[K+].[K+].